From a dataset of Full USPTO retrosynthesis dataset with 1.9M reactions from patents (1976-2016). Predict the reactants needed to synthesize the given product. Given the product [F:1][C:4]1[CH:5]=[C:6]2[C:12]([C:13]([O:15][CH3:16])=[O:14])=[N:11][N:10]([CH2:17][O:18][CH2:19][CH2:20][Si:21]([CH3:24])([CH3:23])[CH3:22])[C:7]2=[N:8][CH:9]=1, predict the reactants needed to synthesize it. The reactants are: [F-:1].[Cs+].O[C:4]1[CH:5]=[C:6]2[C:12]([C:13]([O:15][CH3:16])=[O:14])=[N:11][N:10]([CH2:17][O:18][CH2:19][CH2:20][Si:21]([CH3:24])([CH3:23])[CH3:22])[C:7]2=[N:8][CH:9]=1.